Dataset: Full USPTO retrosynthesis dataset with 1.9M reactions from patents (1976-2016). Task: Predict the reactants needed to synthesize the given product. The reactants are: [CH2:1]([O:8][C:9]1[CH:14]=[CH:13][C:12](Cl)=[C:11]([N+:16]([O-:18])=[O:17])[CH:10]=1)[C:2]1[CH:7]=[CH:6][CH:5]=[CH:4][CH:3]=1.[C:19]([O-:22])([O-])=O.[Na+].[Na+].CCO[C:28]([CH3:30])=O. Given the product [CH2:1]([O:8][C:9]1[CH:14]=[CH:13][C:12]([C:30]2[CH:28]=[CH:12][C:11]([NH:16][CH:19]=[O:22])=[CH:10][CH:9]=2)=[C:11]([N+:16]([O-:18])=[O:17])[CH:10]=1)[C:2]1[CH:7]=[CH:6][CH:5]=[CH:4][CH:3]=1, predict the reactants needed to synthesize it.